From a dataset of Forward reaction prediction with 1.9M reactions from USPTO patents (1976-2016). Predict the product of the given reaction. (1) Given the reactants C([N:4]1[C:12]2[C:7](=[CH:8][CH:9]=[CH:10][CH:11]=2)[C:6](=[C:13](OCC)[C:14]2[CH:19]=[CH:18][CH:17]=[CH:16][CH:15]=2)[C:5]1=[O:23])(=O)C.[N:24]1([S:29]([C:32]2[CH:38]=[CH:37][C:35]([NH2:36])=[CH:34][CH:33]=2)(=[O:31])=[O:30])[CH2:28][CH2:27][CH2:26][CH2:25]1, predict the reaction product. The product is: [N:24]1([S:29]([C:32]2[CH:38]=[CH:37][C:35]([NH:36]/[C:13](=[C:6]3\[C:5](=[O:23])[NH:4][C:12]4[C:7]\3=[CH:8][CH:9]=[CH:10][CH:11]=4)/[C:14]3[CH:15]=[CH:16][CH:17]=[CH:18][CH:19]=3)=[CH:34][CH:33]=2)(=[O:31])=[O:30])[CH2:25][CH2:26][CH2:27][CH2:28]1. (2) Given the reactants [CH3:1][O:2][C:3](=[O:29])[CH2:4][C@H:5]1[C:9]2[CH:10]=[CH:11][C:12]([O:14][C@H:15]3[C:23]4[C:18](=[C:19](Br)[C:20]([C:24]([F:27])([F:26])[F:25])=[CH:21][CH:22]=4)[CH2:17][CH2:16]3)=[CH:13][C:8]=2[O:7][CH2:6]1.[N:30]1([CH2:35][B-](F)(F)F)[CH2:34][CH2:33][CH2:32][CH2:31]1.[K+], predict the reaction product. The product is: [CH3:1][O:2][C:3](=[O:29])[CH2:4][C@H:5]1[C:9]2[CH:10]=[CH:11][C:12]([O:14][C@H:15]3[C:23]4[C:18](=[C:19]([CH2:35][N:30]5[CH2:34][CH2:33][CH2:32][CH2:31]5)[C:20]([C:24]([F:27])([F:26])[F:25])=[CH:21][CH:22]=4)[CH2:17][CH2:16]3)=[CH:13][C:8]=2[O:7][CH2:6]1. (3) The product is: [OH:8][C:9]1[CH:14]=[C:13]([CH2:25][CH2:24][C:26]2([OH:32])[CH2:31][CH2:30][CH2:29][CH2:28][CH2:27]2)[CH:12]=[CH:11][C:10]=1[N:16]1[S:20](=[O:21])(=[O:22])[NH:19][C:18](=[O:23])[CH2:17]1. Given the reactants C([O:8][C:9]1[CH:14]=[C:13](I)[CH:12]=[CH:11][C:10]=1[N:16]1[S:20](=[O:22])(=[O:21])[NH:19][C:18](=[O:23])[CH2:17]1)C1C=CC=CC=1.[CH:24]([C:26]1([OH:32])[CH2:31][CH2:30][CH2:29][CH2:28][CH2:27]1)=[CH2:25], predict the reaction product.